This data is from Peptide-MHC class II binding affinity with 134,281 pairs from IEDB. The task is: Regression. Given a peptide amino acid sequence and an MHC pseudo amino acid sequence, predict their binding affinity value. This is MHC class II binding data. (1) The peptide sequence is AFKVAATQANAAPAN. The MHC is HLA-DPA10201-DPB11401 with pseudo-sequence HLA-DPA10201-DPB11401. The binding affinity (normalized) is 0.531. (2) The peptide sequence is SQDLELSWNINGLQAY. The MHC is DRB1_0401 with pseudo-sequence DRB1_0401. The binding affinity (normalized) is 0.556. (3) The peptide sequence is LQFNQMMNPSHVKFL. The MHC is DRB1_0101 with pseudo-sequence DRB1_0101. The binding affinity (normalized) is 1.00. (4) The peptide sequence is AKSSPAYPSVLGQTI. The MHC is DRB1_1001 with pseudo-sequence DRB1_1001. The binding affinity (normalized) is 0.604. (5) The peptide sequence is AEVRSYCYLATVSDL. The MHC is DRB1_0404 with pseudo-sequence DRB1_0404. The binding affinity (normalized) is 0.409. (6) The peptide sequence is GGGGESFGIVVAWQV. The MHC is HLA-DPA10103-DPB10301 with pseudo-sequence HLA-DPA10103-DPB10301. The binding affinity (normalized) is 0.322.